From a dataset of NCI-60 drug combinations with 297,098 pairs across 59 cell lines. Regression. Given two drug SMILES strings and cell line genomic features, predict the synergy score measuring deviation from expected non-interaction effect. (1) Drug 1: CCC1=CC2CC(C3=C(CN(C2)C1)C4=CC=CC=C4N3)(C5=C(C=C6C(=C5)C78CCN9C7C(C=CC9)(C(C(C8N6C)(C(=O)OC)O)OC(=O)C)CC)OC)C(=O)OC.C(C(C(=O)O)O)(C(=O)O)O. Drug 2: CC1C(C(CC(O1)OC2CC(CC3=C2C(=C4C(=C3O)C(=O)C5=C(C4=O)C(=CC=C5)OC)O)(C(=O)CO)O)N)O.Cl. Cell line: ACHN. Synergy scores: CSS=44.4, Synergy_ZIP=0.218, Synergy_Bliss=0.144, Synergy_Loewe=-4.29, Synergy_HSA=0.311. (2) Drug 1: CC(CN1CC(=O)NC(=O)C1)N2CC(=O)NC(=O)C2. Drug 2: CCCS(=O)(=O)NC1=C(C(=C(C=C1)F)C(=O)C2=CNC3=C2C=C(C=N3)C4=CC=C(C=C4)Cl)F. Cell line: KM12. Synergy scores: CSS=21.3, Synergy_ZIP=1.57, Synergy_Bliss=-0.831, Synergy_Loewe=-4.43, Synergy_HSA=-3.55. (3) Drug 1: CC1=C(C=C(C=C1)NC(=O)C2=CC=C(C=C2)CN3CCN(CC3)C)NC4=NC=CC(=N4)C5=CN=CC=C5. Drug 2: CCN(CC)CCNC(=O)C1=C(NC(=C1C)C=C2C3=C(C=CC(=C3)F)NC2=O)C. Cell line: EKVX. Synergy scores: CSS=-4.60, Synergy_ZIP=0.260, Synergy_Bliss=-2.98, Synergy_Loewe=-6.66, Synergy_HSA=-6.59. (4) Drug 1: CC1=CC2C(CCC3(C2CCC3(C(=O)C)OC(=O)C)C)C4(C1=CC(=O)CC4)C. Drug 2: C#CCC(CC1=CN=C2C(=N1)C(=NC(=N2)N)N)C3=CC=C(C=C3)C(=O)NC(CCC(=O)O)C(=O)O. Cell line: K-562. Synergy scores: CSS=5.25, Synergy_ZIP=-10.8, Synergy_Bliss=-24.0, Synergy_Loewe=-71.0, Synergy_HSA=-24.7. (5) Drug 1: C1=CC(=C2C(=C1NCCNCCO)C(=O)C3=C(C=CC(=C3C2=O)O)O)NCCNCCO. Drug 2: CN1C2=C(C=C(C=C2)N(CCCl)CCCl)N=C1CCCC(=O)O.Cl. Cell line: NCI-H322M. Synergy scores: CSS=0.941, Synergy_ZIP=-5.05, Synergy_Bliss=-11.3, Synergy_Loewe=-74.1, Synergy_HSA=-11.7. (6) Drug 1: CN1C2=C(C=C(C=C2)N(CCCl)CCCl)N=C1CCCC(=O)O.Cl. Drug 2: CC1C(C(CC(O1)OC2CC(CC3=C2C(=C4C(=C3O)C(=O)C5=C(C4=O)C(=CC=C5)OC)O)(C(=O)CO)O)N)O.Cl. Cell line: HT29. Synergy scores: CSS=28.9, Synergy_ZIP=0.604, Synergy_Bliss=2.55, Synergy_Loewe=-32.2, Synergy_HSA=1.26. (7) Drug 2: CCC1(C2=C(COC1=O)C(=O)N3CC4=CC5=C(C=CC(=C5CN(C)C)O)N=C4C3=C2)O.Cl. Drug 1: COC1=C2C(=CC3=C1OC=C3)C=CC(=O)O2. Cell line: SF-539. Synergy scores: CSS=3.55, Synergy_ZIP=-18.7, Synergy_Bliss=-36.2, Synergy_Loewe=-89.5, Synergy_HSA=-35.3. (8) Cell line: OVCAR-8. Drug 1: COC1=CC(=CC(=C1O)OC)C2C3C(COC3=O)C(C4=CC5=C(C=C24)OCO5)OC6C(C(C7C(O6)COC(O7)C8=CC=CS8)O)O. Synergy scores: CSS=4.43, Synergy_ZIP=0.792, Synergy_Bliss=0.499, Synergy_Loewe=-34.5, Synergy_HSA=-0.347. Drug 2: CC1=CC2C(CCC3(C2CCC3(C(=O)C)OC(=O)C)C)C4(C1=CC(=O)CC4)C. (9) Drug 1: C1=NC2=C(N=C(N=C2N1C3C(C(C(O3)CO)O)F)Cl)N. Synergy scores: CSS=1.61, Synergy_ZIP=-0.638, Synergy_Bliss=-0.735, Synergy_Loewe=-2.48, Synergy_HSA=-1.70. Drug 2: CC(C)CN1C=NC2=C1C3=CC=CC=C3N=C2N. Cell line: UACC-257. (10) Drug 1: C1=NC2=C(N1)C(=S)N=CN2. Drug 2: CC1=C(C=C(C=C1)C(=O)NC2=CC(=CC(=C2)C(F)(F)F)N3C=C(N=C3)C)NC4=NC=CC(=N4)C5=CN=CC=C5. Cell line: CCRF-CEM. Synergy scores: CSS=18.1, Synergy_ZIP=-4.18, Synergy_Bliss=-1.55, Synergy_Loewe=-3.70, Synergy_HSA=-1.77.